This data is from Reaction yield outcomes from USPTO patents with 853,638 reactions. The task is: Predict the reaction yield, written as a fraction of the theoretical maximum amount of product (1.0 means a 100% yield; for example, 0.34 means a 34% yield). (1) The catalyst is O1CCOCC1. The product is [CH2:1]([N:6]1[C:14]2[N:13]=[C:12]([C:15]([F:18])([F:17])[F:16])[NH:11][C:10]=2[C:9](=[S:22])[NH:8][C:7]1=[O:20])[CH2:2][CH2:3][CH2:4][CH3:5]. The yield is 0.180. The reactants are [CH2:1]([N:6]1[C:14]2[N:13]=[C:12]([C:15]([F:18])([F:17])[F:16])[NH:11][C:10]=2[C:9](=O)[NH:8][C:7]1=[O:20])[CH2:2][CH2:3][CH2:4][CH3:5].P12(SP3(SP(SP(S3)(S1)=S)(=S)S2)=S)=[S:22]. (2) The reactants are [Br:1][C:2]1[CH:3]=[C:4]([CH:6]=[CH:7][CH:8]=1)[NH2:5].[F:9][C:10]([F:15])([F:14])[CH:11]1[O:13][CH2:12]1. No catalyst specified. The product is [Br:1][C:2]1[CH:3]=[C:4]([NH:5][CH2:12][CH:11]([OH:13])[C:10]([F:15])([F:14])[F:9])[CH:6]=[CH:7][CH:8]=1. The yield is 0.840. (3) The product is [CH2:32]([O:34][C:35]([CH:37]1[CH2:41][CH2:40][CH2:39][CH:38]1[C:42]([N:5]1[CH2:6][CH2:7][N:2]([C:8]2[CH:13]=[CH:12][C:11]([NH:14][C:15]([C:17]3[N:18]=[C:19]([C:26]4[CH:31]=[CH:30][CH:29]=[CH:28][CH:27]=4)[O:20][C:21]=3[C:22]([F:23])([F:25])[F:24])=[O:16])=[CH:10][CH:9]=2)[CH2:3][CH2:4]1)=[O:43])=[O:36])[CH3:33]. The reactants are Cl.[N:2]1([C:8]2[CH:13]=[CH:12][C:11]([NH:14][C:15]([C:17]3[N:18]=[C:19]([C:26]4[CH:31]=[CH:30][CH:29]=[CH:28][CH:27]=4)[O:20][C:21]=3[C:22]([F:25])([F:24])[F:23])=[O:16])=[CH:10][CH:9]=2)[CH2:7][CH2:6][NH:5][CH2:4][CH2:3]1.[CH2:32]([O:34][C:35]([C@@H:37]1[CH2:41][CH2:40][CH2:39][C@H:38]1[C:42](O)=[O:43])=[O:36])[CH3:33].C(N(CC)CC)C.F[P-](F)(F)(F)(F)F.N1(O[P+](N(C)C)(N(C)C)N(C)C)C2C=CC=CC=2N=N1. The catalyst is CN1CCCC1=O.C(OCC)(=O)C. The yield is 0.930. (4) The reactants are [CH3:1][O:2][C:3](=[O:18])[C@@H:4]([CH2:16][NH2:17])[NH:5][C:6](OCC1C=CC=CC=1)=[O:7].[CH3:19]CN(C(C)C)C(C)C.BrCC(OC)=O. The catalyst is C1COCC1. The product is [O:7]=[C:6]1[NH:5][C@@H:4]([C:3]([O:2][CH3:1])=[O:18])[CH2:16][NH:17][CH2:19]1. The yield is 0.700. (5) The catalyst is C(O)(C)C. The yield is 0.540. The product is [Cl:1][C:2]1[C:3]([N:32]2[CH2:37][CH2:36][N:35]([C:38]3[CH:43]=[CH:42][CH:41]=[CH:40][C:39]=3[C:44]#[N:45])[CH2:34][CH2:33]2)=[C:4]([F:31])[CH:5]=[C:6]2[C:11]=1[N:10]([C:12]1[CH:17]=[CH:16][C:15]([CH2:18][N:19]3[CH2:20][CH2:21][CH2:22][CH2:23]3)=[CH:14][C:13]=1[F:24])[CH:9]=[C:8]([C:25]([OH:27])=[O:26])[C:7]2=[O:30]. The reactants are [Cl:1][C:2]1[C:3]([N:32]2[CH2:37][CH2:36][N:35]([C:38]3[CH:43]=[CH:42][CH:41]=[CH:40][C:39]=3[C:44]#[N:45])[CH2:34][CH2:33]2)=[C:4]([F:31])[CH:5]=[C:6]2[C:11]=1[N:10]([C:12]1[CH:17]=[CH:16][C:15]([CH2:18][N:19]3[CH2:23][CH2:22][CH2:21][CH2:20]3)=[CH:14][C:13]=1[F:24])[CH:9]=[C:8]([C:25]([O:27]CC)=[O:26])[C:7]2=[O:30].Cl.O. (6) The reactants are [CH2:1]([O:3][C:4]([C:6]1[N:7]=[C:8]([CH:11]=O)[O:9][CH:10]=1)=[O:5])[CH3:2].[NH2:13]O. The catalyst is CO. The product is [CH2:1]([O:3][C:4]([C:6]1[N:7]=[C:8]([C:11]#[N:13])[O:9][CH:10]=1)=[O:5])[CH3:2]. The yield is 0.310. (7) The reactants are [NH2:1][C:2]1[CH:7]=[C:6]([F:8])[C:5]([N+:9]([O-:11])=[O:10])=[CH:4][C:3]=1[C:12]#[C:13][C:14]([CH3:22])([CH3:21])[CH2:15][C:16]([O:18][CH2:19][CH3:20])=[O:17].C(OCC)(=O)C. The catalyst is CC#N.Cl[Pd]Cl. The product is [F:8][C:6]1[CH:7]=[C:2]2[C:3]([CH:12]=[C:13]([C:14]([CH3:21])([CH3:22])[CH2:15][C:16]([O:18][CH2:19][CH3:20])=[O:17])[NH:1]2)=[CH:4][C:5]=1[N+:9]([O-:11])=[O:10]. The yield is 0.980. (8) The reactants are [NH2:1][C:2]1[S:3][CH:4]=[CH:5][N:6]=1.[CH3:7][O:8][CH2:9][CH2:10][Br:11]. The yield is 0.720. No catalyst specified. The product is [BrH:11].[CH3:7][O:8][CH2:9][CH2:10][N:6]1[CH:5]=[CH:4][S:3][C:2]1=[NH:1].